Dataset: Forward reaction prediction with 1.9M reactions from USPTO patents (1976-2016). Task: Predict the product of the given reaction. (1) Given the reactants FC1C=CN=C2C=1CCCN2.Br[C:13]1[C:14]([F:26])=[C:15]2[C:20](=[N:21][CH:22]=1)[N:19]([C:23]([NH2:25])=[O:24])[CH2:18][CH2:17][CH2:16]2.CC1(C)C(C)(C)OB([C:35]2[CH:36]=[C:37]([C:41]3([OH:47])[CH2:46][CH2:45][O:44][CH2:43][CH2:42]3)[CH:38]=[N:39][CH:40]=2)O1, predict the reaction product. The product is: [F:26][C:14]1[C:13]([C:35]2[CH:40]=[N:39][CH:38]=[C:37]([C:41]3([OH:47])[CH2:42][CH2:43][O:44][CH2:45][CH2:46]3)[CH:36]=2)=[CH:22][N:21]=[C:20]2[C:15]=1[CH2:16][CH2:17][CH2:18][N:19]2[C:23]([NH2:25])=[O:24]. (2) Given the reactants Cl.[F:2][C:3]1[CH:8]=[CH:7][C:6]([C:9](=[O:21])[CH2:10][C:11](SC2C=CC(Cl)=CC=2)=[NH:12])=[CH:5][CH:4]=1.[F:22][C:23]1[CH:29]=[CH:28][CH:27]=[C:26]([F:30])[C:24]=1[NH2:25], predict the reaction product. The product is: [F:22][C:23]1[CH:29]=[CH:28][CH:27]=[C:26]([F:30])[C:24]=1[NH:25][C:11](=[NH:12])[CH2:10][C:9]([C:6]1[CH:5]=[CH:4][C:3]([F:2])=[CH:8][CH:7]=1)=[O:21]. (3) Given the reactants [S:1]1[CH:5]=[CH:4][CH:3]=[C:2]1[S:6][CH2:7][CH2:8][CH2:9][NH:10][C:11](=[O:13])[CH3:12].C1C(=O)N([Br:21])C(=O)C1, predict the reaction product. The product is: [Br:21][C:5]1[S:1][C:2]([S:6][CH2:7][CH2:8][CH2:9][NH:10][C:11](=[O:13])[CH3:12])=[CH:3][CH:4]=1. (4) The product is: [ClH:24].[CH3:22][C:20]1[S:21][C:17]2[CH:16]=[CH:15][C:14]([N:11]3[CH2:10][CH2:9][NH:8][CH2:13][CH2:12]3)=[CH:23][C:18]=2[N:19]=1. Given the reactants C(OC([N:8]1[CH2:13][CH2:12][N:11]([C:14]2[CH:15]=[CH:16][C:17]3[S:21][C:20]([CH3:22])=[N:19][C:18]=3[CH:23]=2)[CH2:10][CH2:9]1)=O)(C)(C)C.[ClH:24], predict the reaction product. (5) The product is: [OH:39][CH2:38][CH2:37][C:33]1[CH:32]=[C:31]([C:28]2[CH:29]=[CH:30][C:25]([S:22]([N:20]([CH3:21])[CH:19]3[C:13]4[CH:12]=[CH:11][CH:10]=[C:9]([O:8][CH2:7][C:6]([OH:40])=[O:5])[C:14]=4[CH2:15][CH2:16][CH2:17][CH2:18]3)(=[O:24])=[O:23])=[N:26][CH:27]=2)[CH:36]=[CH:35][CH:34]=1. Given the reactants C([O:5][C:6](=[O:40])[CH2:7][O:8][C:9]1[C:14]2[CH2:15][CH2:16][CH2:17][CH2:18][CH:19]([N:20]([S:22]([C:25]3[CH:30]=[CH:29][C:28]([C:31]4[CH:36]=[CH:35][CH:34]=[C:33]([CH2:37][CH2:38][OH:39])[CH:32]=4)=[CH:27][N:26]=3)(=[O:24])=[O:23])[CH3:21])[C:13]=2[CH:12]=[CH:11][CH:10]=1)(C)(C)C.[OH-].[Na+], predict the reaction product. (6) Given the reactants ClC(OCC(C)C)=O.[C:9]([O:13][C:14]([NH:16][C@@H:17]([CH2:21][CH2:22][CH2:23][CH2:24][NH:25][C:26]([O:28][C:29]([CH3:32])([CH3:31])[CH3:30])=[O:27])[C:18]([OH:20])=O)=[O:15])([CH3:12])([CH3:11])[CH3:10].CCN(C(C)C)C(C)C.[NH2:42][CH2:43][C:44](=[C:46]1[CH2:51][CH2:50][CH2:49][N:48]([C:52]2[C:61]([O:62][CH3:63])=[C:60]3[C:55]([C:56](=[O:70])[C:57]([C:67]([OH:69])=[O:68])=[CH:58][N:59]3[CH:64]3[CH2:66][CH2:65]3)=[CH:54][C:53]=2[F:71])[CH2:47]1)[F:45], predict the reaction product. The product is: [C:9]([O:13][C:14]([NH:16][C@@H:17]([CH2:21][CH2:22][CH2:23][CH2:24][NH:25][C:26]([O:28][C:29]([CH3:32])([CH3:31])[CH3:30])=[O:27])[C:18]([NH:42][CH2:43][C:44](=[C:46]1[CH2:51][CH2:50][CH2:49][N:48]([C:52]2[C:61]([O:62][CH3:63])=[C:60]3[C:55]([C:56](=[O:70])[C:57]([C:67]([OH:69])=[O:68])=[CH:58][N:59]3[CH:64]3[CH2:66][CH2:65]3)=[CH:54][C:53]=2[F:71])[CH2:47]1)[F:45])=[O:20])=[O:15])([CH3:10])([CH3:11])[CH3:12]. (7) Given the reactants CN[C:3]([C:5]1[CH:10]=[C:9]([O:11][C:12]2[CH:17]=[CH:16][CH:15]=[C:14]([NH:18][C:19]([NH:21][C:22]3[CH:23]=[C:24]4[C:28](=[CH:29][CH:30]=3)[N:27]([CH3:31])[N:26]=[CH:25]4)=[O:20])[CH:13]=2)[CH:8]=[CH:7][N:6]=1)=[O:4].[OH-:32].[K+], predict the reaction product. The product is: [CH3:31][N:27]1[C:28]2[C:24](=[CH:23][C:22]([NH:21][C:19]([NH:18][C:14]3[CH:13]=[C:12]([CH:17]=[CH:16][CH:15]=3)[O:11][C:9]3[CH:8]=[CH:7][N:6]=[C:5]([C:3]([OH:32])=[O:4])[CH:10]=3)=[O:20])=[CH:30][CH:29]=2)[CH:25]=[N:26]1. (8) Given the reactants Cl[C:2]1[C:7]([C:8]#[N:9])=[CH:6][CH:5]=[CH:4][N:3]=1.[F:10][C:11]([F:23])([F:22])[O:12][C:13]1[CH:18]=[CH:17][CH:16]=[CH:15][C:14]=1B(O)O, predict the reaction product. The product is: [F:10][C:11]([F:22])([F:23])[O:12][C:13]1[CH:18]=[CH:17][C:16]([C:2]2[N:3]=[CH:4][CH:5]=[CH:6][C:7]=2[C:8]#[N:9])=[CH:15][CH:14]=1. (9) Given the reactants [C:1]([NH:5][C:6]([C:8]1[O:9][CH:10]=[CH:11][CH:12]=1)=[O:7])([CH3:4])([CH3:3])[CH3:2].C([Li])(C)(C)C.[CH3:18][CH2:19][CH2:20][CH2:21][CH3:22].C[O:24][CH2:25][CH2:26]OC, predict the reaction product. The product is: [C:25]([C:12]1[CH:11]=[CH:10][O:9][C:8]=1[C:6]([NH:5][C:1]([CH3:4])([CH3:2])[CH3:3])=[O:7])(=[O:24])[C:26]1[CH:22]=[CH:21][CH:20]=[CH:19][CH:18]=1. (10) Given the reactants Br.Br[CH:3]([C:9](=O)[C:10]1[CH:15]=[CH:14][N:13]=[CH:12][CH:11]=1)[C:4]([O:6][CH2:7][CH3:8])=[O:5].[CH2:17]1[C:25]2[C:20](=[CH:21][C:22]([NH:26][C:27]([NH2:29])=[S:28])=[CH:23][CH:24]=2)[CH2:19][CH2:18]1.N, predict the reaction product. The product is: [CH2:17]1[C:25]2[C:20](=[CH:21][C:22]([NH:26][C:27]3[S:28][C:3]([C:4]([O:6][CH2:7][CH3:8])=[O:5])=[C:9]([C:10]4[CH:15]=[CH:14][N:13]=[CH:12][CH:11]=4)[N:29]=3)=[CH:23][CH:24]=2)[CH2:19][CH2:18]1.